Dataset: Reaction yield outcomes from USPTO patents with 853,638 reactions. Task: Predict the reaction yield, written as a fraction of the theoretical maximum amount of product (1.0 means a 100% yield; for example, 0.34 means a 34% yield). (1) The reactants are N(C(OC(C)C)=O)=NC(OC(C)C)=O.[C:15]([O:19][C:20]([N:22]1[CH2:26][C@H:25]([OH:27])[CH2:24][C@@H:23]1[C@H:28]1[O:32][C:31]([CH3:34])([CH3:33])[N:30]([C:35](=[O:37])[CH3:36])[C@H:29]1[CH2:38][C:39]1[CH:44]=[C:43]([F:45])[CH:42]=[C:41]([F:46])[CH:40]=1)=[O:21])([CH3:18])([CH3:17])[CH3:16].C(O)(=O)C.C[Si](C)(C)CCOC(=O)C1C=CC(P(C2C=CC=CC=2)C2C=CC=CC=2)=CC=1.[F-].C([N+](CCCC)(CCCC)CCCC)CCC.[OH-].[Na+]. The catalyst is O1CCCC1.C(OCC)(=O)C.O. The product is [C:15]([O:19][C:20]([N:22]1[CH2:26][C@@H:25]([OH:27])[CH2:24][C@@H:23]1[C@H:28]1[O:32][C:31]([CH3:33])([CH3:34])[N:30]([C:35](=[O:37])[CH3:36])[C@H:29]1[CH2:38][C:39]1[CH:40]=[C:41]([F:46])[CH:42]=[C:43]([F:45])[CH:44]=1)=[O:21])([CH3:16])([CH3:17])[CH3:18]. The yield is 0.950. (2) The reactants are [C:1]([C:3]1[CH:11]=[CH:10][C:6]([C:7]([OH:9])=[O:8])=[CH:5][CH:4]=1)#[N:2].S(=O)(=O)(O)O.[CH2:17](O)[CH3:18]. No catalyst specified. The product is [C:1]([C:3]1[CH:11]=[CH:10][C:6]([C:7]([O:9][CH2:17][CH3:18])=[O:8])=[CH:5][CH:4]=1)#[N:2]. The yield is 0.730. (3) The reactants are FC(F)(F)C(O)=[O:4].[C:8]([C:10]1[C:14]([S:15][C:16]([F:19])([F:18])[F:17])=[C:13]([CH2:20][F:21])[N:12]([C:22]2[C:27]([Cl:28])=[CH:26][C:25]([C:29]([F:32])([F:31])[F:30])=[CH:24][C:23]=2[Cl:33])[N:11]=1)#[N:9]. The catalyst is OO. The product is [C:8]([C:10]1[C:14]([S:15]([C:16]([F:18])([F:17])[F:19])=[O:4])=[C:13]([CH2:20][F:21])[N:12]([C:22]2[C:27]([Cl:28])=[CH:26][C:25]([C:29]([F:32])([F:31])[F:30])=[CH:24][C:23]=2[Cl:33])[N:11]=1)#[N:9]. The yield is 0.320. (4) The reactants are [C:1]([O:5][CH2:6]Cl)(=[O:4])[CH2:2][CH3:3].C(Cl)Cl.C(N(C(C)C)CC)(C)C.[C:20]([OH:23])(=[S:22])[CH3:21]. The catalyst is CC(OC)(C)C.C(OCC)(=O)C. The product is [C:20]([S:22][CH2:6][O:5][C:1](=[O:4])[CH2:2][CH3:3])(=[O:23])[CH3:21]. The yield is 0.764. (5) The reactants are [NH:1]1[CH2:5][CH2:4][CH2:3][CH2:2]1.C([Li])CCC.[CH3:11][C:12]1([CH3:32])[CH:29]=[C:28]([CH3:30])[C:27]2[C:14](=[CH:15][CH:16]=[C:17]3[C:26]=2[C:25](=[O:31])[O:24][C:23]2[C:18]3=[CH:19][CH:20]=[CH:21][CH:22]=2)[NH:13]1.[NH4+].[Cl-]. The catalyst is O1CCCC1.C(OCC)(=O)C.CCCCCC. The product is [OH:24][C:23]1[CH:22]=[CH:21][CH:20]=[CH:19][C:18]=1[C:17]1[C:26]([C:25]([N:1]2[CH2:5][CH2:4][CH2:3][CH2:2]2)=[O:31])=[C:27]2[C:14](=[CH:15][CH:16]=1)[NH:13][C:12]([CH3:11])([CH3:32])[CH:29]=[C:28]2[CH3:30]. The yield is 0.820. (6) The reactants are [CH3:1][CH:2]([CH2:4][CH2:5][CH2:6][C@H:7]([C@@H:9]1[C@:26]2([CH3:27])[C@H:12]([C@H:13]3[C@H:23]([CH2:24][CH2:25]2)[C@:21]2([CH3:22])[C:16]([CH2:17][C@@H:18]([N:28](S(C4C=CC=CC=4[N+]([O-])=O)(=O)=O)[CH2:29][CH2:30][CH2:31][NH:32][C:33](=[O:57])[CH2:34][CH2:35][NH:36][C:37](=[O:56])[CH2:38][CH2:39][CH2:40][CH2:41][CH2:42][NH:43][C:44]4[CH:49]=[CH:48][C:47]([N+:50]([O-:52])=[O:51])=[CH:46][C:45]=4[N+:53]([O-:55])=[O:54])[CH2:19][CH2:20]2)=[CH:15][CH2:14]3)[CH2:11][CH2:10]1)[CH3:8])[CH3:3].C([O-])([O-])=O.[K+].[K+].C1(S)C=CC=CC=1. The catalyst is CN(C)C=O.O1CCCC1. The product is [CH3:3][CH:2]([CH2:4][CH2:5][CH2:6][C@H:7]([C@@H:9]1[C@:26]2([CH3:27])[C@H:12]([C@H:13]3[C@H:23]([CH2:24][CH2:25]2)[C@:21]2([CH3:22])[C:16]([CH2:17][C@@H:18]([NH:28][CH2:29][CH2:30][CH2:31][NH:32][C:33](=[O:57])[CH2:34][CH2:35][NH:36][C:37](=[O:56])[CH2:38][CH2:39][CH2:40][CH2:41][CH2:42][NH:43][C:44]4[CH:49]=[CH:48][C:47]([N+:50]([O-:52])=[O:51])=[CH:46][C:45]=4[N+:53]([O-:55])=[O:54])[CH2:19][CH2:20]2)=[CH:15][CH2:14]3)[CH2:11][CH2:10]1)[CH3:8])[CH3:1]. The yield is 0.510.